This data is from Reaction yield outcomes from USPTO patents with 853,638 reactions. The task is: Predict the reaction yield, written as a fraction of the theoretical maximum amount of product (1.0 means a 100% yield; for example, 0.34 means a 34% yield). (1) The reactants are CC([O-])(C)C.[K+].[CH2:7]([OH:10])[CH2:8][OH:9].[C:11]([O:15][C:16]([N:18]1[CH2:23][CH2:22][CH:21]([C:24]2[C:33]3[C:28](=[CH:29][C:30](F)=[CH:31][CH:32]=3)[N:27]=[CH:26][N:25]=2)[CH2:20][CH2:19]1)=[O:17])([CH3:14])([CH3:13])[CH3:12].CS(C)=O. The catalyst is C([O-])(O)=O.[Na+]. The product is [C:11]([O:15][C:16]([N:18]1[CH2:23][CH2:22][CH:21]([C:24]2[C:33]3[C:28](=[CH:29][C:30]([O:9][CH2:8][CH2:7][OH:10])=[CH:31][CH:32]=3)[N:27]=[CH:26][N:25]=2)[CH2:20][CH2:19]1)=[O:17])([CH3:14])([CH3:12])[CH3:13]. The yield is 0.810. (2) The reactants are CS(O[CH:6]([C:10]1[CH:11]=[N:12][CH:13]=[CH:14][C:15]=1[C:16]([F:19])([F:18])[F:17])[CH:7]([CH3:9])[CH3:8])(=O)=O.[N-:20]=[N+:21]=[N-:22].[Na+]. The catalyst is CS(C)=O. The product is [N:20]([CH:6]([C:10]1[CH:11]=[N:12][CH:13]=[CH:14][C:15]=1[C:16]([F:19])([F:18])[F:17])[CH:7]([CH3:9])[CH3:8])=[N+:21]=[N-:22]. The yield is 0.970.